Task: Predict the reactants needed to synthesize the given product.. Dataset: Full USPTO retrosynthesis dataset with 1.9M reactions from patents (1976-2016) Given the product [F:30][C:23]1[CH:24]=[C:25]([CH:26]=[CH:27][C:22]=1[N:21]1[C:10]2[C:9]3[CH:8]=[C:7](/[CH:43]=[CH:44]/[C:45]4[CH:49]=[CH:48][S:47][CH:46]=4)[C:16]([O:17][CH3:18])=[CH:15][C:14]=3[N:13]=[CH:12][C:11]=2[N:19]([CH3:32])[C:20]1=[O:31])[C:28]#[N:29], predict the reactants needed to synthesize it. The reactants are: FC(F)(F)S(O[C:7]1[C:16]([O:17][CH3:18])=[CH:15][C:14]2[N:13]=[CH:12][C:11]3[N:19]([CH3:32])[C:20](=[O:31])[N:21]([C:22]4[CH:27]=[CH:26][C:25]([C:28]#[N:29])=[CH:24][C:23]=4[F:30])[C:10]=3[C:9]=2[CH:8]=1)(=O)=O.CC1(C)C(C)(C)OB(/[CH:43]=[CH:44]/[C:45]2[CH:49]=[CH:48][S:47][CH:46]=2)O1.P([O-])([O-])([O-])=O.[K+].[K+].[K+].